This data is from Reaction yield outcomes from USPTO patents with 853,638 reactions. The task is: Predict the reaction yield, written as a fraction of the theoretical maximum amount of product (1.0 means a 100% yield; for example, 0.34 means a 34% yield). (1) The reactants are C1(P(C2C=CC=CC=2)C2C3OC4C(=CC=CC=4P(C4C=CC=CC=4)C4C=CC=CC=4)C(C)(C)C=3C=CC=2)C=CC=CC=1.Br[C:44]1[CH:49]=[CH:48][C:47]([CH:50]2[S:56][CH2:55][CH2:54][NH:53][C:52]3[N:57]([CH3:66])[N:58]=[C:59]([C:60]4[CH:65]=[CH:64][CH:63]=[CH:62][N:61]=4)[C:51]2=3)=[C:46]([CH3:67])[CH:45]=1.C(=O)([O-])[O-].[Cs+].[Cs+].[CH3:74][S:75]([O-:77])=[O:76].[Na+]. The catalyst is C1(C)C=CC=CC=1.C(OCC)(=O)C.C1C=CC(/C=C/C(/C=C/C2C=CC=CC=2)=O)=CC=1.C1C=CC(/C=C/C(/C=C/C2C=CC=CC=2)=O)=CC=1.C1C=CC(/C=C/C(/C=C/C2C=CC=CC=2)=O)=CC=1.[Pd].[Pd]. The product is [CH3:66][N:57]1[C:52]2[NH:53][CH2:54][CH2:55][S:56][CH:50]([C:47]3[CH:48]=[CH:49][C:44]([S:75]([CH3:74])(=[O:77])=[O:76])=[CH:45][C:46]=3[CH3:67])[C:51]=2[C:59]([C:60]2[CH:65]=[CH:64][CH:63]=[CH:62][N:61]=2)=[N:58]1. The yield is 0.0300. (2) The reactants are Cl.[Br:2][C:3]1[CH:4]=[C:5]([CH:8]=[CH:9][CH:10]=1)[CH2:6][NH2:7].C(N(CC)CC)C.Cl[Si:19]([CH3:27])([CH3:26])[CH2:20][CH2:21][Si:22](Cl)([CH3:24])[CH3:23]. The catalyst is ClCCl. The product is [Br:2][C:3]1[CH:4]=[C:5]([CH:8]=[CH:9][CH:10]=1)[CH2:6][N:7]1[Si:22]([CH3:24])([CH3:23])[CH2:21][CH2:20][Si:19]1([CH3:27])[CH3:26]. The yield is 0.950. (3) The reactants are [Cl:1][C:2]1[N:10]=[CH:9][N:8]=[C:7]2[C:3]=1[N:4]=[CH:5][N:6]2[C@@H:11]1[O:21][C@H:20]2[C@@H:13]([O:14][Si:15]([CH:31]([CH3:33])[CH3:32])([CH:28]([CH3:30])[CH3:29])[O:16][Si:17]([CH:25]([CH3:27])[CH3:26])([CH:22]([CH3:24])[CH3:23])[O:18][CH2:19]2)[C@@H:12]1[OH:34].[C:35]([O-])([O-])=O.[Cs+].[Cs+].CI. The catalyst is CN(C=O)C. The product is [Cl:1][C:2]1[N:10]=[CH:9][N:8]=[C:7]2[C:3]=1[N:4]=[CH:5][N:6]2[C@@H:11]1[O:21][C@H:20]2[C@@H:13]([O:14][Si:15]([CH:28]([CH3:30])[CH3:29])([CH:31]([CH3:33])[CH3:32])[O:16][Si:17]([CH:25]([CH3:26])[CH3:27])([CH:22]([CH3:23])[CH3:24])[O:18][CH2:19]2)[C@@H:12]1[O:34][CH3:35]. The yield is 0.710. (4) The reactants are Cl.[CH3:2][O:3][C:4]1[CH:9]=[CH:8][C:7]([NH:10][NH2:11])=[CH:6][CH:5]=1.[CH2:12](N(CC)CC)[CH3:13].C([CH:21](O)[C:22]([O-:24])=[O:23])C. The catalyst is C1COCC1.C1(C)C=CC=CC=1. The product is [CH2:12]([O:24][C:22](=[O:23])[CH:21]=[N:11][NH:10][C:7]1[CH:8]=[CH:9][C:4]([O:3][CH3:2])=[CH:5][CH:6]=1)[CH3:13]. The yield is 0.900. (5) The reactants are [CH2:1](Br)[CH:2]=[CH2:3].C(=O)([O-])[O-].[Cs+].[Cs+].O.C([N:15]1[C:19]([C:20]2[CH:25]=[CH:24][C:23]([C:26]3[CH:31]=[CH:30][C:29]([O:32][CH2:33][O:34][CH3:35])=[CH:28][CH:27]=3)=[CH:22][CH:21]=2)=[N:18][N:17]=[N:16]1)C=C. The catalyst is CN(C)C=O. The product is [CH2:1]([N:16]1[N:17]=[N:18][C:19]([C:20]2[CH:21]=[CH:22][C:23]([C:26]3[CH:31]=[CH:30][C:29]([O:32][CH2:33][O:34][CH3:35])=[CH:28][CH:27]=3)=[CH:24][CH:25]=2)=[N:15]1)[CH:2]=[CH2:3]. The yield is 0.710.